This data is from Full USPTO retrosynthesis dataset with 1.9M reactions from patents (1976-2016). The task is: Predict the reactants needed to synthesize the given product. (1) Given the product [CH:1]1([N:5]2[CH2:11][CH2:10][C:9]3[S:12][C:13]([CH:15]4[CH2:20][CH2:19][N:18]([C:27]([C:24]5[CH:25]=[CH:26][N:22]([CH3:21])[N:23]=5)=[O:28])[CH2:17][CH2:16]4)=[N:14][C:8]=3[CH2:7][CH2:6]2)[CH2:2][CH2:3][CH2:4]1, predict the reactants needed to synthesize it. The reactants are: [CH:1]1([N:5]2[CH2:11][CH2:10][C:9]3[S:12][C:13]([CH:15]4[CH2:20][CH2:19][NH:18][CH2:17][CH2:16]4)=[N:14][C:8]=3[CH2:7][CH2:6]2)[CH2:4][CH2:3][CH2:2]1.[CH3:21][N:22]1[CH:26]=[CH:25][C:24]([C:27](O)=[O:28])=[N:23]1. (2) The reactants are: O[CH2:2][C:3]([C:5]1[CH:10]=[CH:9][CH:8]=[CH:7][C:6]=1[CH3:11])=[O:4].[C:12](=[O:15])([O-])[O-].[Cs+].[Cs+].C(Br)[C:19]1[CH:24]=[CH:23][CH:22]=[CH:21][CH:20]=1. Given the product [CH2:12]([O:15][C:8]1[CH:9]=[CH:10][C:5]([C:3](=[O:4])[CH3:2])=[C:6]([CH3:11])[CH:7]=1)[C:19]1[CH:24]=[CH:23][CH:22]=[CH:21][CH:20]=1, predict the reactants needed to synthesize it. (3) Given the product [Cl-:24].[CH3:1][C:2]1[CH:3]=[C:4]([CH:5]=[C:6]([CH3:8])[CH:7]=1)[NH:9][C:10]1[C:11]([NH2+:16][C:17]2[CH:22]=[CH:21][CH:20]=[CH:19][CH:18]=2)=[N:12][CH:13]=[CH:14][N:15]=1, predict the reactants needed to synthesize it. The reactants are: [CH3:1][C:2]1[CH:3]=[C:4]([NH:9][C:10]2[C:11]([NH:16][C:17]3[CH:22]=[CH:21][CH:20]=[CH:19][CH:18]=3)=[N:12][CH:13]=[CH:14][N:15]=2)[CH:5]=[C:6]([CH3:8])[CH:7]=1.O.[ClH:24]. (4) Given the product [C@@H:32]1([NH:31][C:2]2[N:7]=[CH:6][N:5]=[C:4]([N:8]([CH3:21])[C@H:9]3[C@@H:13]4[O:14][C:15]([CH3:18])([CH3:17])[O:16][C@@H:12]4[C@@H:11]([CH2:19][OH:20])[CH2:10]3)[CH:3]=2)[C:40]2[C:35](=[CH:36][CH:37]=[CH:38][CH:39]=2)[CH2:34][CH2:33]1, predict the reactants needed to synthesize it. The reactants are: Cl[C:2]1[N:7]=[CH:6][N:5]=[C:4]([N:8]([CH3:21])[C@H:9]2[C@@H:13]3[O:14][C:15]([CH3:18])([CH3:17])[O:16][C@@H:12]3[C@@H:11]([CH2:19][OH:20])[CH2:10]2)[CH:3]=1.C(N(CC)C(C)C)(C)C.[NH2:31][C@@H:32]1[C:40]2[C:35](=[CH:36][CH:37]=[CH:38][CH:39]=2)[CH2:34][CH2:33]1. (5) Given the product [F:33][C:31]1[CH:30]=[CH:29][C:27]2[N:28]=[C:24]([NH:2][C:3]3([CH3:22])[CH2:7][CH2:6][CH2:5][CH:4]3[NH:8][C:9](=[O:21])[C:10]3[CH:15]=[CH:14][CH:13]=[CH:12][C:11]=3[N:16]3[N:17]=[CH:18][CH:19]=[N:20]3)[S:25][C:26]=2[CH:32]=1, predict the reactants needed to synthesize it. The reactants are: Cl.[NH2:2][C:3]1([CH3:22])[CH2:7][CH2:6][CH2:5][CH:4]1[NH:8][C:9](=[O:21])[C:10]1[CH:15]=[CH:14][CH:13]=[CH:12][C:11]=1[N:16]1[N:20]=[CH:19][CH:18]=[N:17]1.Cl[C:24]1[S:25][C:26]2[CH:32]=[C:31]([F:33])[CH:30]=[CH:29][C:27]=2[N:28]=1.CCN(C(C)C)C(C)C. (6) Given the product [CH:1]1([O:7][CH2:8][CH2:9][CH:10]=[O:11])[CH2:6][CH2:5][CH2:4][CH2:3][CH2:2]1, predict the reactants needed to synthesize it. The reactants are: [CH:1]1([O:7][CH2:8][CH2:9][CH2:10][OH:11])[CH2:6][CH2:5][CH2:4][CH2:3][CH2:2]1.[Cr](Cl)([O-])(=O)=O.[NH+]1C=CC=CC=1. (7) Given the product [C:1]([C:9]1[C:10](=[O:19])[N:11]([CH3:18])[C:12](=[O:17])[N:13]([CH3:16])[C:14]=1[CH2:15][Br:23])(=[O:8])[C:2]1[CH:7]=[CH:6][CH:5]=[CH:4][CH:3]=1, predict the reactants needed to synthesize it. The reactants are: [C:1]([C:9]1[C:10](=[O:19])[N:11]([CH3:18])[C:12](=[O:17])[N:13]([CH3:16])[C:14]=1[CH3:15])(=[O:8])[C:2]1[CH:7]=[CH:6][CH:5]=[CH:4][CH:3]=1.C(Cl)Cl.[Br:23]Br. (8) Given the product [Cl:11][C:13]1[CH:18]=[CH:17][C:16]([NH:24][C@@H:19]([C:16]2[CH:17]=[CH:18][C:13]([Cl:12])=[C:14]([CH3:25])[CH:15]=2)[C:20]([F:22])([F:23])[F:21])=[CH:15][C:14]=1[CH2:25][N:8]1[CH2:9][CH2:10][CH:6]([C:4]([OH:3])=[O:5])[CH2:7]1, predict the reactants needed to synthesize it. The reactants are: C([O:3][C:4]([CH:6]1[CH2:10][CH2:9][NH:8][CH2:7]1)=[O:5])C.[ClH:11].[Cl:12][C:13]1[CH:18]=[CH:17][C:16]([C@H:19]([NH2:24])[C:20]([F:23])([F:22])[F:21])=[CH:15][C:14]=1[CH3:25].[Li+].[OH-].